This data is from Peptide-MHC class I binding affinity with 185,985 pairs from IEDB/IMGT. The task is: Regression. Given a peptide amino acid sequence and an MHC pseudo amino acid sequence, predict their binding affinity value. This is MHC class I binding data. (1) The peptide sequence is AALDGTFQRK. The MHC is HLA-A31:01 with pseudo-sequence HLA-A31:01. The binding affinity (normalized) is 0.227. (2) The MHC is HLA-A02:19 with pseudo-sequence HLA-A02:19. The peptide sequence is RYMSKTYNF. The binding affinity (normalized) is 0.0847. (3) The peptide sequence is KAGQYVTIW. The MHC is Mamu-A01 with pseudo-sequence Mamu-A01. The binding affinity (normalized) is 0. (4) The peptide sequence is NLKDEQFPV. The MHC is HLA-A69:01 with pseudo-sequence HLA-A69:01. The binding affinity (normalized) is 0.426. (5) The peptide sequence is YSLEYFQFVKK. The MHC is HLA-B58:01 with pseudo-sequence HLA-B58:01. The binding affinity (normalized) is 0.0847. (6) The binding affinity (normalized) is 0. The peptide sequence is EGAFFLYDR. The MHC is HLA-A02:01 with pseudo-sequence HLA-A02:01. (7) The peptide sequence is QAPGKGLEWV. The MHC is HLA-A68:02 with pseudo-sequence HLA-A68:02. The binding affinity (normalized) is 0. (8) The peptide sequence is AVFLSYIGY. The MHC is HLA-B15:01 with pseudo-sequence HLA-B15:01. The binding affinity (normalized) is 0.305.